From a dataset of M1 muscarinic receptor antagonist screen with 61,756 compounds. Binary Classification. Given a drug SMILES string, predict its activity (active/inactive) in a high-throughput screening assay against a specified biological target. (1) The compound is S(c1n(CCCC)c(=O)c2cc(N3CCOCC3)ccc2n1)CC(=O)NCc1ccccc1. The result is 0 (inactive). (2) The compound is s1c2n(c(=O)c(CCN3CC\C(CC3)=C(\c3ccc(F)cc3)c3ccccc3)c(n2)C)cc1. The result is 1 (active). (3) The drug is O(c1ccc(C(/NO)=C(\N=O)c2ccc(OC)cc2)cc1)C. The result is 0 (inactive). (4) The compound is Clc1c(NC(=O)CSc2n(Cc3occc3)c(nn2)c2ccncc2)c(cc(c1)C)C. The result is 0 (inactive). (5) The compound is S(CC(=O)N1CCCCC1)c1n(c(=O)c2[nH]c3c(c2n1)cccc3)C. The result is 1 (active). (6) The molecule is S1C(CC(=O)n2c1nnc2)C(=O)Nc1cc(OC)ccc1. The result is 0 (inactive). (7) The compound is Brc1c(nc(OCC(OC)=O)nc1OC)C. The result is 0 (inactive).